Dataset: Full USPTO retrosynthesis dataset with 1.9M reactions from patents (1976-2016). Task: Predict the reactants needed to synthesize the given product. (1) Given the product [Cl:45][C:31]1[CH:30]=[C:29]([S:26]([C:23]2[CH:24]=[CH:25][C:20]([CH:17]3[CH2:18][CH2:19][NH:15][CH2:16]3)=[C:21]([CH3:46])[CH:22]=2)(=[O:28])=[O:27])[CH:34]=[CH:33][C:32]=1[OH:35], predict the reactants needed to synthesize it. The reactants are: FC(F)(F)C(O)=O.C(OC([N:15]1[CH2:19][CH2:18][CH:17]([C:20]2[CH:25]=[CH:24][C:23]([S:26]([C:29]3[CH:34]=[CH:33][C:32]([O:35]CC4C=CC(OC)=CC=4)=[C:31]([Cl:45])[CH:30]=3)(=[O:28])=[O:27])=[CH:22][C:21]=2[CH3:46])[CH2:16]1)=O)(C)(C)C. (2) Given the product [CH3:25][O:24][C:22]1[CH:21]=[CH:20][C:19]2[C:13](=[CH:12][C:6]3[CH:7]=[C:2]([OH:1])[CH:3]=[CH:4][CH:5]=3)[C:14]3[CH:29]=[CH:28][C:27]([O:30][CH3:31])=[CH:26][C:15]=3[CH2:16][CH2:17][C:18]=2[CH:23]=1, predict the reactants needed to synthesize it. The reactants are: [OH:1][C:2]1[CH:3]=[C:4](B(O)O)[CH:5]=[CH:6][CH:7]=1.Br[CH:12]=[C:13]1[C:19]2[CH:20]=[CH:21][C:22]([O:24][CH3:25])=[CH:23][C:18]=2[CH2:17][CH2:16][C:15]2[CH:26]=[C:27]([O:30][CH3:31])[CH:28]=[CH:29][C:14]1=2. (3) Given the product [I:1][C:2]1[CH:3]=[CH:4][C:5]([NH:8][S:16]([C:13]2[CH:14]=[CH:15][C:10]([CH3:9])=[CH:11][CH:12]=2)(=[O:18])=[O:17])=[N:6][CH:7]=1, predict the reactants needed to synthesize it. The reactants are: [I:1][C:2]1[CH:3]=[CH:4][C:5]([NH2:8])=[N:6][CH:7]=1.[CH3:9][C:10]1[CH:15]=[CH:14][C:13]([S:16](Cl)(=[O:18])=[O:17])=[CH:12][CH:11]=1.N1C=CC=CC=1. (4) Given the product [CH:1]([C:4]1[C:8]([CH2:9][O:10][C:11]2[CH:15]=[C:14]([CH:16]=[O:17])[N:13]([CH3:18])[N:12]=2)=[CH:7][N:6]([C:19]2[CH:24]=[CH:23][C:22]([C:25]([F:26])([F:28])[F:27])=[CH:21][N:20]=2)[N:5]=1)([CH3:3])[CH3:2], predict the reactants needed to synthesize it. The reactants are: [CH:1]([C:4]1[C:8]([CH2:9][O:10][C:11]2[CH:15]=[C:14]([CH2:16][OH:17])[N:13]([CH3:18])[N:12]=2)=[CH:7][N:6]([C:19]2[CH:24]=[CH:23][C:22]([C:25]([F:28])([F:27])[F:26])=[CH:21][N:20]=2)[N:5]=1)([CH3:3])[CH3:2]. (5) Given the product [Br:15][C:16]1[C:26]2[C:27]3[C:19]([CH:20]=[CH:21][C:22]=3[CH:23]=[CH:24][CH:25]=2)=[CH:18][CH:17]=1, predict the reactants needed to synthesize it. The reactants are: ClC1C(=O)C(C#N)=C(C#N)C(=O)C=1Cl.[Br:15][C:16]1[C:26]2[C:27]3[C:19]([CH2:20][CH2:21][C:22]=3[CH:23]=[CH:24][CH:25]=2)=[CH:18][CH:17]=1. (6) Given the product [CH3:26][N:25]([CH3:27])[C:21]1[CH:20]=[C:19]([NH:18][C:16]2[N:15]=[CH:14][N:13]=[C:12]([N:10]([CH3:11])[C:9](=[O:28])[NH:8][C:6]3[CH:7]=[C:2]([C:33]4[C:32]([C:31]([F:42])([F:41])[F:30])=[CH:40][CH:39]=[CH:38][C:34]=4[C:35]([NH2:45])=[O:36])[CH:3]=[CH:4][C:5]=3[CH3:29])[CH:17]=2)[CH:24]=[CH:23][CH:22]=1.[CH3:26][N:25]([CH3:27])[C:21]1[CH:20]=[C:19]([NH:18][C:16]2[N:15]=[CH:14][N:13]=[C:12]([N:10]([CH3:11])[C:9](=[O:28])[NH:8][C:6]3[CH:7]=[C:2]([NH:1][C:35](=[O:36])[C:34]4[CH:38]=[CH:39][CH:40]=[C:32]([C:31]([F:30])([F:41])[F:42])[CH:33]=4)[CH:3]=[CH:4][C:5]=3[CH3:29])[CH:17]=2)[CH:24]=[CH:23][CH:22]=1, predict the reactants needed to synthesize it. The reactants are: [NH2:1][C:2]1[CH:3]=[CH:4][C:5]([CH3:29])=[C:6]([NH:8][C:9](=[O:28])[N:10]([C:12]2[CH:17]=[C:16]([NH:18][C:19]3[CH:24]=[CH:23][CH:22]=[C:21]([N:25]([CH3:27])[CH3:26])[CH:20]=3)[N:15]=[CH:14][N:13]=2)[CH3:11])[CH:7]=1.[F:30][C:31]([F:42])([F:41])[C:32]1[CH:33]=[C:34]([CH:38]=[CH:39][CH:40]=1)[C:35](Cl)=[O:36].CC[N:45](C(C)C)C(C)C. (7) Given the product [I:18][C:15]1[CH:16]=[CH:17][C:12]([O:8][CH:5]2[CH2:6][CH2:7][N:2]([CH3:1])[CH2:3][CH2:4]2)=[CH:13][CH:14]=1, predict the reactants needed to synthesize it. The reactants are: [CH3:1][N:2]1[CH2:7][CH2:6][CH:5]([OH:8])[CH2:4][CH2:3]1.[H-].[Na+].F[C:12]1[CH:17]=[CH:16][C:15]([I:18])=[CH:14][CH:13]=1.